This data is from Catalyst prediction with 721,799 reactions and 888 catalyst types from USPTO. The task is: Predict which catalyst facilitates the given reaction. (1) Reactant: [CH3:1][C:2]([S-:5])([CH3:4])[CH3:3].[Na+].[CH3:7][S:8](Cl)(=[O:10])=[O:9]. Product: [CH3:7][S:8](=[O:10])([S:5][C:2]([CH3:4])([CH3:3])[CH3:1])=[O:9]. The catalyst class is: 217. (2) Product: [O:1]=[C:2]([OH:11])[C@@H:3]([C@@H:5]([C@@H:7]([CH2:9][OH:10])[OH:8])[OH:6])[OH:4]. Reactant: [O:1]=[C:2]([O-:11])[C@@H:3]([C@@H:5]([C@@H:7]([CH2:9][OH:10])[OH:8])[OH:6])[OH:4].[Na+].O=C([O-])[C@@H]([C@@H]([C@@H](CO)O)O)O.O=C[C@@H]([C@@H](CO)O)O.C(O)[C@@H]([C@@H](CO)O)O.[BH4-].[Na+]. The catalyst class is: 6. (3) Reactant: FC(F)(F)C(O)=O.[Cl:8][C:9]1[CH:14]=[CH:13][C:12]([C:15]2([C:36]#[N:37])[CH:19]([CH2:20][C:21]([CH3:24])([CH3:23])[CH3:22])[NH:18][CH:17]([C:25]([OH:27])=O)[CH:16]2[C:28]2[CH:33]=[CH:32][C:31]([Cl:34])=[C:30]([Cl:35])[CH:29]=2)=[C:11]([F:38])[CH:10]=1.CC1(C)[O:44][C@@H:43]([CH2:45][CH2:46][NH2:47])[CH2:42][O:41]1.CN(C(ON1N=NC2C=CC=NC1=2)=[N+](C)C)C.F[P-](F)(F)(F)(F)F.CCN(C(C)C)C(C)C.Cl. Product: [OH:44][C@H:43]([CH2:42][OH:41])[CH2:45][CH2:46][NH:47][C:25]([CH:17]1[CH:16]([C:28]2[CH:33]=[CH:32][C:31]([Cl:34])=[C:30]([Cl:35])[CH:29]=2)[C:15]([C:12]2[CH:13]=[CH:14][C:9]([Cl:8])=[CH:10][C:11]=2[F:38])([C:36]#[N:37])[CH:19]([CH2:20][C:21]([CH3:24])([CH3:23])[CH3:22])[NH:18]1)=[O:27]. The catalyst class is: 539. (4) Reactant: [CH3:1][C:2]1[CH:7]=[CH:6][CH:5]=[CH:4][C:3]=1[C:8]1[C:21](=[O:22])[N:20]([C@H:23]2[CH2:27][CH2:26][N:25]([S:28]([CH3:31])(=[O:30])=[O:29])[CH2:24]2)[C:11]2[N:12]=[C:13](S(C)(=O)=O)[N:14]=[CH:15][C:10]=2[CH:9]=1.[NH2:32][CH:33]1[CH2:38][CH2:37][N:36]([C:39]([O:41][C:42]([CH3:45])([CH3:44])[CH3:43])=[O:40])[CH2:35][CH2:34]1.O. Product: [CH3:1][C:2]1[CH:7]=[CH:6][CH:5]=[CH:4][C:3]=1[C:8]1[C:21](=[O:22])[N:20]([C@H:23]2[CH2:27][CH2:26][N:25]([S:28]([CH3:31])(=[O:30])=[O:29])[CH2:24]2)[C:11]2[N:12]=[C:13]([NH:32][CH:33]3[CH2:34][CH2:35][N:36]([C:39]([O:41][C:42]([CH3:45])([CH3:44])[CH3:43])=[O:40])[CH2:37][CH2:38]3)[N:14]=[CH:15][C:10]=2[CH:9]=1. The catalyst class is: 13. (5) Reactant: ClC1C=CC(C([N:8]2[CH:13]=[CH:12][C:11](=[O:14])[NH:10][C:9]2=[O:15])=O)=CC=1.[H-].[Na+].[CH3:20][Si:21]([CH2:24][CH2:25][O:26][CH2:27]Cl)([CH3:23])[CH3:22].C([O-])([O-])=O.[K+].[K+]. Product: [CH3:20][Si:21]([CH3:23])([CH3:22])[CH2:24][CH2:25][O:26][CH2:27][N:10]1[C:11](=[O:14])[CH:12]=[CH:13][NH:8][C:9]1=[O:15]. The catalyst class is: 3. (6) Reactant: [CH3:1][O:2][C:3]1[CH:33]=[CH:32][C:6]([CH2:7][N:8]2[C:12]3=[N:13][CH:14]=[CH:15][C:16]([O:17][C:18]4[CH:23]=[CH:22][C:21]([O:24][C:25]5[CH:30]=[CH:29][CH:28]=[CH:27][CH:26]=5)=[CH:20][CH:19]=4)=[C:11]3[C:10]([NH2:31])=[N:9]2)=[CH:5][CH:4]=1.F[C:35]1[CH:40]=[CH:39][CH:38]=[CH:37][C:36]=1[N+:41]([O-:43])=[O:42].[H-].[Na+]. Product: [CH3:1][O:2][C:3]1[CH:4]=[CH:5][C:6]([CH2:7][N:8]2[C:12]3=[N:13][CH:14]=[CH:15][C:16]([O:17][C:18]4[CH:23]=[CH:22][C:21]([O:24][C:25]5[CH:30]=[CH:29][CH:28]=[CH:27][CH:26]=5)=[CH:20][CH:19]=4)=[C:11]3[C:10]([NH:31][C:35]3[CH:40]=[CH:39][CH:38]=[CH:37][C:36]=3[N+:41]([O-:43])=[O:42])=[N:9]2)=[CH:32][CH:33]=1. The catalyst class is: 3. (7) Reactant: [I:1][C:2]1[CH:3]=[CH:4][C:5]2[N:6]([CH:8]=[C:9]([C:11]([OH:13])=O)[N:10]=2)[CH:7]=1.Cl.CN(C)CCCN=C=NCC.[O:26]1[CH:30]=[C:29]([NH2:31])[CH:28]=[N:27]1. Product: [I:1][C:2]1[CH:3]=[CH:4][C:5]2[N:6]([CH:8]=[C:9]([C:11]([NH:31][C:29]3[CH:28]=[N:27][O:26][CH:30]=3)=[O:13])[N:10]=2)[CH:7]=1. The catalyst class is: 17. (8) Reactant: [CH3:1][N:2]([CH3:23])[C@H:3]1[CH2:8][CH2:7][CH2:6][N:5]([C:9]2[CH:18]=[CH:17][C:12]([C:13]([O:15]C)=[O:14])=[CH:11][C:10]=2[C:19]([F:22])([F:21])[F:20])[CH2:4]1.[OH-].[Na+].Cl. Product: [CH3:1][N:2]([CH3:23])[C@H:3]1[CH2:8][CH2:7][CH2:6][N:5]([C:9]2[CH:18]=[CH:17][C:12]([C:13]([OH:15])=[O:14])=[CH:11][C:10]=2[C:19]([F:22])([F:20])[F:21])[CH2:4]1. The catalyst class is: 5.